Dataset: Reaction yield outcomes from USPTO patents with 853,638 reactions. Task: Predict the reaction yield, written as a fraction of the theoretical maximum amount of product (1.0 means a 100% yield; for example, 0.34 means a 34% yield). (1) The reactants are N1CCCCC1.[ClH:7].[CH2:8]([C:11]1([N:21]2[CH2:26][CH2:25][CH2:24][CH2:23][CH2:22]2)[CH2:16][C:15]([CH3:18])([CH3:17])[CH2:14][C:13]([CH3:20])([CH3:19])[CH2:12]1)[CH:9]=[CH2:10].BrCC#C. No catalyst specified. The product is [ClH:7].[CH3:17][C:15]1([CH3:18])[CH2:14][C:13]([CH3:19])([CH3:20])[CH2:12][C:11]([N:21]2[CH2:26][CH2:25][CH2:24][CH2:23][CH2:22]2)([CH2:8][C:9]#[CH:10])[CH2:16]1. The yield is 0.0600. (2) No catalyst specified. The reactants are [NH:1]1[CH:5]=[C:4]([C:6]2[N:11]=[CH:10][C:9]3[CH:12]=[N:13][N:14]([C:15]4[N:20]=[C:19]([N:21]5[CH2:27][CH2:26][CH2:25][N:24](C(OC(C)(C)C)=O)[CH2:23][CH2:22]5)[CH:18]=[CH:17][CH:16]=4)[C:8]=3[CH:7]=2)[CH:3]=[N:2]1.Br[CH:36]1[CH2:39][CH2:38][CH2:37]1. The yield is 0.350. The product is [N:21]1([C:19]2[N:20]=[C:15]([N:14]3[C:8]4[CH:7]=[C:6]([C:4]5[CH:5]=[N:1][N:2]([CH:36]6[CH2:39][CH2:38][CH2:37]6)[CH:3]=5)[N:11]=[CH:10][C:9]=4[CH:12]=[N:13]3)[CH:16]=[CH:17][CH:18]=2)[CH2:27][CH2:26][CH2:25][NH:24][CH2:23][CH2:22]1. (3) The reactants are C([Li])CCC.[CH3:6][C:7]1[O:8][CH:9]=[CH:10][CH:11]=1.[CH3:12][C:13]1([CH:17]=[O:18])[CH2:16][O:15][CH2:14]1.[Cl-].[NH4+]. The catalyst is CCCCCC.O1CCCC1. The product is [CH3:6][C:7]1[O:8][C:9]([CH:17]([C:13]2([CH3:12])[CH2:16][O:15][CH2:14]2)[OH:18])=[CH:10][CH:11]=1. The yield is 0.920. (4) The reactants are [F:1][C:2]1[CH:36]=[CH:35][C:5]([CH2:6][N:7]2[C:11]3[C:12](=[O:30])[N:13]([CH3:29])[C:14]([CH:23]([OH:28])[C:24]([O:26]C)=[O:25])=[C:15]([C:16]4[CH:21]=[CH:20][C:19]([CH3:22])=[CH:18][CH:17]=4)[C:10]=3[C:9]3[CH2:31][O:32][CH2:33][CH2:34][C:8]2=3)=[CH:4][CH:3]=1.C(O[C:41]([CH3:44])([CH3:43])[CH3:42])(=O)C.Cl(O)(=O)(=O)=O.[Li+].[OH-].Cl. The catalyst is CO. The product is [C:41]([O:28][CH:23]([C:14]1[N:13]([CH3:29])[C:12](=[O:30])[C:11]2[N:7]([CH2:6][C:5]3[CH:35]=[CH:36][C:2]([F:1])=[CH:3][CH:4]=3)[C:8]3[CH2:34][CH2:33][O:32][CH2:31][C:9]=3[C:10]=2[C:15]=1[C:16]1[CH:21]=[CH:20][C:19]([CH3:22])=[CH:18][CH:17]=1)[C:24]([OH:26])=[O:25])([CH3:44])([CH3:43])[CH3:42]. The yield is 0.531. (5) The product is [CH3:7][S:6]([CH2:5][CH2:4][C:3]([N:2]([CH3:1])[C:9]1[S:13][C:12]([C:14]2[CH:15]=[N:16][CH:17]=[CH:18][CH:19]=2)=[N:11][C:10]=1[CH3:20])=[O:8])(=[O:26])=[O:25]. The catalyst is C(O)(=O)C. The yield is 0.650. The reactants are [CH3:1][N:2]([C:9]1[S:13][C:12]([C:14]2[CH:15]=[N:16][CH:17]=[CH:18][CH:19]=2)=[N:11][C:10]=1[CH3:20])[C:3](=[O:8])[CH2:4][CH2:5][S:6][CH3:7].B1([O-])OO1.[OH2:25].[OH2:26].O.O.[Na+].C([O-])(O)=O.[Na+].ClCCl. (6) The reactants are [C:1]([O:5][C:6]([NH:8][C@@H:9]1[CH2:14][CH2:13][C@H:12]([C:15](OCC)=[O:16])[CH2:11][CH2:10]1)=[O:7])([CH3:4])([CH3:3])[CH3:2].CO.[Li+].[BH4-]. The catalyst is CCOCC. The product is [OH:16][CH2:15][C@@H:12]1[CH2:11][CH2:10][C@H:9]([NH:8][C:6](=[O:7])[O:5][C:1]([CH3:3])([CH3:2])[CH3:4])[CH2:14][CH2:13]1. The yield is 0.940. (7) The reactants are [F:1][C:2]1[CH:9]=[CH:8][C:7]([C:10]2[CH:15]=[C:14]([NH:16][CH2:17][CH2:18][C:19]3[CH:24]=[CH:23][C:22]([O:25][CH3:26])=[CH:21][CH:20]=3)[N:13]=[C:12]([O:27][CH3:28])[N:11]=2)=[CH:6][C:3]=1[CH:4]=O.[CH3:29][N:30]([CH2:32][CH2:33][NH2:34])[CH3:31].C(O[BH-](OC(=O)C)OC(=O)C)(=O)C.[Na+].[ClH:49]. The catalyst is C(Cl)Cl.CO.CCOC(C)=O. The product is [ClH:49].[F:1][C:2]1[CH:9]=[CH:8][C:7]([C:10]2[CH:15]=[C:14]([NH:16][CH2:17][CH2:18][C:19]3[CH:20]=[CH:21][C:22]([O:25][CH3:26])=[CH:23][CH:24]=3)[N:13]=[C:12]([O:27][CH3:28])[N:11]=2)=[CH:6][C:3]=1[CH2:4][NH:34][CH2:33][CH2:32][N:30]([CH3:31])[CH3:29]. The yield is 0.920. (8) The reactants are Br[C:2]1[CH:3]=[CH:4][C:5]2[N:6]([C:15]3[CH:20]=[CH:19][CH:18]=[CH:17][CH:16]=3)[C:7]3[C:12]([C:13]=2[CH:14]=1)=[CH:11][CH:10]=[CH:9][CH:8]=3.C([Li])CCC.[B:26](OC)([O:29]C)[O:27]C.Cl. The catalyst is CCCCCC.O1CCCC1. The product is [C:7]1([N:6]2[C:5]3[CH:13]=[CH:14][C:2]([B:26]([OH:29])[OH:27])=[CH:3][C:4]=3[C:20]3[C:15]2=[CH:16][CH:17]=[CH:18][CH:19]=3)[CH:12]=[CH:11][CH:10]=[CH:9][CH:8]=1. The yield is 0.860. (9) The product is [CH2:1]([O:3][C:4]([C:6]1[NH:7][C:8]([CH:19]=[C:25]2[C:24]3[C:28](=[CH:29][CH:30]=[C:22]([Cl:21])[CH:23]=3)[NH:27][C:26]2=[O:31])=[C:9]([CH2:12][CH2:13][C:14]([O:16][CH2:17][CH3:18])=[O:15])[C:10]=1[CH3:11])=[O:5])[CH3:2]. The catalyst is N1CCCCC1.C(O)C. The yield is 0.860. The reactants are [CH2:1]([O:3][C:4]([C:6]1[NH:7][C:8]([CH:19]=O)=[C:9]([CH2:12][CH2:13][C:14]([O:16][CH2:17][CH3:18])=[O:15])[C:10]=1[CH3:11])=[O:5])[CH3:2].[Cl:21][C:22]1[CH:23]=[C:24]2[C:28](=[CH:29][CH:30]=1)[NH:27][C:26](=[O:31])[CH2:25]2.